Dataset: Reaction yield outcomes from USPTO patents with 853,638 reactions. Task: Predict the reaction yield, written as a fraction of the theoretical maximum amount of product (1.0 means a 100% yield; for example, 0.34 means a 34% yield). (1) The reactants are [F:1][C:2]1[CH:7]=[C:6]([F:8])[CH:5]=[CH:4][C:3]=1[N:9]1[C:17](=[O:18])[C:16]2[C@H:15]3[C:19]([CH3:21])([CH3:20])[C@:12]([CH3:22])([CH2:13][CH2:14]3)[C:11]=2[NH:10]1.I[CH2:24][C:25]([O:27][CH2:28][CH3:29])=[O:26]. The catalyst is CN(C)C=O. The product is [CH2:28]([O:27][C:25](=[O:26])[CH2:24][N:10]1[C:11]2[C@:12]3([CH3:22])[C:19]([CH3:21])([CH3:20])[C@@H:15]([CH2:14][CH2:13]3)[C:16]=2[C:17](=[O:18])[N:9]1[C:3]1[CH:4]=[CH:5][C:6]([F:8])=[CH:7][C:2]=1[F:1])[CH3:29]. The yield is 0.590. (2) The reactants are [Cl:1][C:2]1[C:3]([F:13])=[C:4]([I:12])[C:5]([OH:11])=[C:6]([C:8](=[O:10])[CH3:9])[CH:7]=1.C(=O)([O-])[O-].[K+].[K+].Br[CH:21]([CH3:27])[C:22]([O:24][CH2:25][CH3:26])=[O:23]. The catalyst is CN(C)C=O.O.C(OCC)(=O)C. The product is [C:8]([C:6]1[C:5]([O:11][CH:21]([CH3:27])[C:22]([O:24][CH2:25][CH3:26])=[O:23])=[C:4]([I:12])[C:3]([F:13])=[C:2]([Cl:1])[CH:7]=1)(=[O:10])[CH3:9]. The yield is 0.560. (3) No catalyst specified. The product is [CH3:18][N:9]1[C:8](=[O:13])[C:7]2[CH:14]=[CH:15][C:4]([N+:1]([O-:3])=[O:2])=[CH:5][C:6]=2[O:12][CH2:11][CH2:10]1. The reactants are [N+:1]([C:4]1[CH:15]=[CH:14][C:7]2[C:8](=[O:13])[NH:9][CH2:10][CH2:11][O:12][C:6]=2[CH:5]=1)([O-:3])=[O:2].[H-].[Na+].[CH3:18]N(C=O)C. The yield is 0.770.